From a dataset of Peptide-MHC class I binding affinity with 185,985 pairs from IEDB/IMGT. Regression. Given a peptide amino acid sequence and an MHC pseudo amino acid sequence, predict their binding affinity value. This is MHC class I binding data. (1) The peptide sequence is VIYQYMDDL. The MHC is HLA-A68:01 with pseudo-sequence HLA-A68:01. The binding affinity (normalized) is 0. (2) The peptide sequence is GLAMGIMMLK. The MHC is HLA-A11:01 with pseudo-sequence HLA-A11:01. The binding affinity (normalized) is 0.533. (3) The peptide sequence is VSDRPMMRY. The MHC is HLA-A01:01 with pseudo-sequence HLA-A01:01. The binding affinity (normalized) is 0.952. (4) The peptide sequence is MMYTVSLGH. The MHC is HLA-A03:01 with pseudo-sequence HLA-A03:01. The binding affinity (normalized) is 0.936. (5) The MHC is HLA-A01:01 with pseudo-sequence HLA-A01:01. The binding affinity (normalized) is 0.213. The peptide sequence is YTGAMTSKF.